Dataset: Full USPTO retrosynthesis dataset with 1.9M reactions from patents (1976-2016). Task: Predict the reactants needed to synthesize the given product. (1) Given the product [Cl:25][C:19]1[CH:18]=[C:17]([C:14]2[CH:15]=[CH:16][N:12]([CH2:11][C@@H:10]([NH:9][C:7]([C:5]3[N:6]=[C:2]([NH:1][C:60](=[O:61])[CH2:59][N:58]([CH3:63])[CH3:57])[S:3][CH:4]=3)=[O:8])[CH3:26])[N:13]=2)[CH:22]=[CH:21][C:20]=1[C:23]#[N:24], predict the reactants needed to synthesize it. The reactants are: [NH2:1][C:2]1[S:3][CH:4]=[C:5]([C:7]([NH:9][C@@H:10]([CH3:26])[CH2:11][N:12]2[CH:16]=[CH:15][C:14]([C:17]3[CH:22]=[CH:21][C:20]([C:23]#[N:24])=[C:19]([Cl:25])[CH:18]=3)=[N:13]2)=[O:8])[N:6]=1.CCN(C(C)C)C(C)C.C1C=CC2N(O)N=NC=2C=1.CCN=C=NCCCN(C)C.[CH3:57][N:58]([CH3:63])[CH2:59][C:60](O)=[O:61]. (2) Given the product [F:1][C:2]1[CH:3]=[C:4]([N:5]2[C:32](=[O:33])[CH:31]=[C:30]([CH3:36])[N:29]=[C:27]2[CH2:26][O:25][C:24]2[CH:37]=[CH:38][CH:39]=[C:22]([F:21])[CH:23]=2)[CH:6]=[CH:7][C:8]=1[N:9]1[CH2:14][CH2:13][O:12][CH2:11][CH2:10]1, predict the reactants needed to synthesize it. The reactants are: [F:1][C:2]1[CH:3]=[C:4]([CH:6]=[CH:7][C:8]=1[N:9]1[CH2:14][CH2:13][O:12][CH2:11][CH2:10]1)[NH2:5].C[Al](C)C.N#N.[F:21][C:22]1[CH:23]=[C:24]([CH:37]=[CH:38][CH:39]=1)[O:25][CH2:26][C:27]([NH:29]/[C:30](/[CH3:36])=[CH:31]\[C:32](OC)=[O:33])=O.